This data is from Full USPTO retrosynthesis dataset with 1.9M reactions from patents (1976-2016). The task is: Predict the reactants needed to synthesize the given product. (1) Given the product [F:24][C:20]1[CH:19]=[C:18]([C:8]2([C:4]3[CH:5]=[CH:6][CH:7]=[C:2]([C:31]4[C:26]([F:25])=[N:27][CH:28]=[CH:29][CH:30]=4)[CH:3]=3)[C:16]3[C:11](=[CH:12][CH:13]=[CH:14][CH:15]=3)[C:10]([NH2:17])=[N:9]2)[CH:23]=[CH:22][N:21]=1, predict the reactants needed to synthesize it. The reactants are: Br[C:2]1[CH:3]=[C:4]([C:8]2([C:18]3[CH:23]=[CH:22][N:21]=[C:20]([F:24])[CH:19]=3)[C:16]3[C:11](=[CH:12][CH:13]=[CH:14][CH:15]=3)[C:10]([NH2:17])=[N:9]2)[CH:5]=[CH:6][CH:7]=1.[F:25][C:26]1[C:31](B(O)O)=[CH:30][CH:29]=[CH:28][N:27]=1. (2) Given the product [C:10]([C:14]1[NH:15][C:16](=[C:19]([C:33]#[N:34])[C:20]2[CH:25]=[CH:24][N:23]=[C:22]([NH:26][CH2:27][CH2:28][C:29]([N:2]([CH3:3])[CH3:1])=[O:31])[N:21]=2)[S:17][CH:18]=1)([CH3:11])([CH3:13])[CH3:12], predict the reactants needed to synthesize it. The reactants are: [CH3:1][NH:2][CH3:3].CCCCCC.[C:10]([C:14]1[NH:15][C:16](=[C:19]([C:33]#[N:34])[C:20]2[CH:25]=[CH:24][N:23]=[C:22]([NH:26][CH2:27][CH2:28][C:29]([O:31]C)=O)[N:21]=2)[S:17][CH:18]=1)([CH3:13])([CH3:12])[CH3:11].O. (3) Given the product [I:1][C:2]1[CH:3]=[CH:4][C:5]([C:8]2[N:9]([CH3:17])[CH:10]=[C:11]([CH2:13][OH:14])[N:12]=2)=[CH:6][CH:7]=1, predict the reactants needed to synthesize it. The reactants are: [I:1][C:2]1[CH:7]=[CH:6][C:5]([C:8]2[N:9]([CH3:17])[CH:10]=[C:11]([C:13](OC)=[O:14])[N:12]=2)=[CH:4][CH:3]=1.[H-].[H-].[H-].[H-].[Li+].[Al+3].CCOC(C)=O.[OH-].[Na+]. (4) Given the product [C:17]([C:29]1([CH2:27][CH2:26][CH2:25][CH2:24][CH2:23][C:22](=[O:28])[CH2:21][CH2:20][CH2:19][CH2:18][CH2:17][C:29]2([C:34]([OH:36])=[O:35])[CH2:30][CH2:31][CH2:32][CH2:33]2)[CH2:33][CH2:32][CH2:31][CH2:30]1)([OH:4])=[O:3], predict the reactants needed to synthesize it. The reactants are: O[Li].[OH2:3].[OH2:4].C(OC(C1([CH:17]([C:29]2([C:34]([O:36]CCCC)=[O:35])[CH2:33][CH2:32][CH2:31][CH2:30]2)[CH2:18][CH2:19][CH2:20][CH2:21][C:22](=[O:28])[CH2:23][CH2:24][CH2:25][CH2:26][CH3:27])CCCC1)=O)CCC. (5) Given the product [CH3:1][O:2][C:3](=[O:18])[C:4]1[CH:5]=[CH:6][C:7]([O:10][C:11]2[N:12]=[N:13][C:14]([O:17][CH2:32][C:31]3[C:27]([C:21]4[C:20]([Cl:19])=[CH:25][CH:24]=[CH:23][C:22]=4[Cl:26])=[N:28][O:29][C:30]=3[CH:34]([CH3:36])[CH3:35])=[CH:15][CH:16]=2)=[CH:8][CH:9]=1.[CH3:1][O:2][C:3](=[O:18])[C:4]1[CH:5]=[CH:6][C:7]([O:10][C:11]2[CH:16]=[CH:15][C:14](=[O:17])[N:13]([CH2:32][C:31]3[C:27]([C:21]4[C:20]([Cl:19])=[CH:25][CH:24]=[CH:23][C:22]=4[Cl:26])=[N:28][O:29][C:30]=3[CH:34]([CH3:36])[CH3:35])[N:12]=2)=[CH:8][CH:9]=1, predict the reactants needed to synthesize it. The reactants are: [CH3:1][O:2][C:3](=[O:18])[C:4]1[CH:9]=[CH:8][C:7]([O:10][C:11]2[CH:16]=[CH:15][C:14](=[O:17])[NH:13][N:12]=2)=[CH:6][CH:5]=1.[Cl:19][C:20]1[CH:25]=[CH:24][CH:23]=[C:22]([Cl:26])[C:21]=1[C:27]1[C:31]([CH2:32]O)=[C:30]([CH:34]([CH3:36])[CH3:35])[O:29][N:28]=1.C1(P(C2C=CC=CC=2)C2C=CC=CC=2)C=CC=CC=1.N(C(OC(C)C)=O)=NC(OC(C)C)=O. (6) Given the product [CH3:1][N:2]([CH3:31])[CH2:3][CH2:4][N:5]1[C:9]2=[CH:10][CH:11]=[C:12]3[C:17]([N:16]=[C:15]([C:18]4[CH:19]=[CH:20][C:21]([NH:22][C:32](=[O:34])[CH3:33])=[CH:23][CH:24]=4)[N:14]=[C:13]3[N:25]3[CH2:30][CH2:29][O:28][CH2:27][CH2:26]3)=[C:8]2[CH:7]=[CH:6]1, predict the reactants needed to synthesize it. The reactants are: [CH3:1][N:2]([CH3:31])[CH2:3][CH2:4][N:5]1[C:9]2=[CH:10][CH:11]=[C:12]3[C:17]([N:16]=[C:15]([C:18]4[CH:24]=[CH:23][C:21]([NH2:22])=[CH:20][CH:19]=4)[N:14]=[C:13]3[N:25]3[CH2:30][CH2:29][O:28][CH2:27][CH2:26]3)=[C:8]2[CH:7]=[CH:6]1.[C:32](Cl)(=[O:34])[CH3:33].